Regression. Given two drug SMILES strings and cell line genomic features, predict the synergy score measuring deviation from expected non-interaction effect. From a dataset of Merck oncology drug combination screen with 23,052 pairs across 39 cell lines. (1) Drug 1: CCC1(O)CC2CN(CCc3c([nH]c4ccccc34)C(C(=O)OC)(c3cc4c(cc3OC)N(C)C3C(O)(C(=O)OC)C(OC(C)=O)C5(CC)C=CCN6CCC43C65)C2)C1. Drug 2: Cn1cc(-c2cnn3c(N)c(Br)c(C4CCCNC4)nc23)cn1. Cell line: HCT116. Synergy scores: synergy=-9.52. (2) Drug 1: Cc1nc(Nc2ncc(C(=O)Nc3c(C)cccc3Cl)s2)cc(N2CCN(CCO)CC2)n1. Drug 2: CNC(=O)c1cc(Oc2ccc(NC(=O)Nc3ccc(Cl)c(C(F)(F)F)c3)cc2)ccn1. Cell line: PA1. Synergy scores: synergy=17.1. (3) Synergy scores: synergy=31.4. Drug 2: CCC1(O)C(=O)OCc2c1cc1n(c2=O)Cc2cc3c(CN(C)C)c(O)ccc3nc2-1. Cell line: NCIH520. Drug 1: C#Cc1cccc(Nc2ncnc3cc(OCCOC)c(OCCOC)cc23)c1.